This data is from Reaction yield outcomes from USPTO patents with 853,638 reactions. The task is: Predict the reaction yield, written as a fraction of the theoretical maximum amount of product (1.0 means a 100% yield; for example, 0.34 means a 34% yield). (1) The reactants are Cl.[Br:2][C:3]1[CH:4]=[CH:5][C:6]([NH:12][NH2:13])=[C:7]([CH:11]=1)[C:8]([OH:10])=[O:9].[CH2:14]([O:16][C:17](=[O:24])[C:18](=O)[CH2:19][C:20](=O)[CH3:21])[CH3:15]. The catalyst is CC(O)=O. The product is [Br:2][C:3]1[CH:4]=[CH:5][C:6]([N:12]2[C:20]([CH3:21])=[CH:19][C:18]([C:17]([O:16][CH2:14][CH3:15])=[O:24])=[N:13]2)=[C:7]([CH:11]=1)[C:8]([OH:10])=[O:9]. The yield is 1.00. (2) The reactants are [NH:1]([C:8]1[N:9]([C:21]2[CH:26]=[CH:25][CH:24]=[CH:23][CH:22]=2)[C:10]2[C:15]([C:16](=[O:18])[CH:17]=1)=[C:14](Cl)[N:13]=[C:12]([CH3:20])[CH:11]=2)[C:2]1[CH:7]=[CH:6][CH:5]=[CH:4][CH:3]=1.[CH3:27][NH:28][CH3:29]. The catalyst is O1CCOCC1. The product is [NH:1]([C:8]1[N:9]([C:21]2[CH:26]=[CH:25][CH:24]=[CH:23][CH:22]=2)[C:10]2[C:15]([C:16](=[O:18])[CH:17]=1)=[C:14]([N:28]([CH3:29])[CH3:27])[N:13]=[C:12]([CH3:20])[CH:11]=2)[C:2]1[CH:7]=[CH:6][CH:5]=[CH:4][CH:3]=1. The yield is 0.910. (3) The reactants are [C:1]([C:5]1[CH:23]=[C:22]([Cl:24])[CH:21]=[CH:20][C:6]=1[O:7][CH:8]1[CH2:11][N:10]([C:12](=[O:19])[CH2:13][CH2:14][C:15]([O:17]C)=[O:16])[CH2:9]1)([CH3:4])([CH3:3])[CH3:2].[OH-].[Li+].Cl. The catalyst is C1COCC1. The product is [C:1]([C:5]1[CH:23]=[C:22]([Cl:24])[CH:21]=[CH:20][C:6]=1[O:7][CH:8]1[CH2:11][N:10]([C:12](=[O:19])[CH2:13][CH2:14][C:15]([OH:17])=[O:16])[CH2:9]1)([CH3:4])([CH3:2])[CH3:3]. The yield is 0.980. (4) The reactants are O1CCCC1.[F:6][C:7]([F:31])([F:30])[C:8]1[CH:13]=[C:12]([C:14]([F:17])([F:16])[F:15])[CH:11]=[CH:10][C:9]=1[NH:18][C:19](=[O:29])[C:20]1[CH:25]=[CH:24][CH:23]=[C:22]([N:26]=[C:27]=[O:28])[CH:21]=1.[F:32][C:33]([F:40])([C:36]([F:39])([F:38])[F:37])[CH2:34][OH:35].C(N(CC)CC)C. The catalyst is C(OCC)(=O)C. The product is [F:6][C:7]([F:30])([F:31])[C:8]1[CH:13]=[C:12]([C:14]([F:15])([F:16])[F:17])[CH:11]=[CH:10][C:9]=1[NH:18][C:19](=[O:29])[C:20]1[CH:25]=[CH:24][CH:23]=[C:22]([NH:26][C:27]([O:35][CH2:34][C:33]([F:40])([F:32])[C:36]([F:39])([F:38])[F:37])=[O:28])[CH:21]=1. The yield is 0.700. (5) The reactants are C([O:8][C:9]1[CH:14]=[CH:13][C:12]([C:15]2[CH:20]=[CH:19][CH:18]=[C:17]([CH2:21][N:22]3[C:30]4[C:25](=[CH:26][CH:27]=[CH:28][CH:29]=4)[C:24]([C:31]4[CH:36]=[CH:35][C:34]([C:37]([CH3:40])([CH3:39])[CH3:38])=[CH:33][CH:32]=4)=[C:23]3[C:41]([O:43]CC)=[O:42])[CH:16]=2)=[CH:11][CH:10]=1)C1C=CC=CC=1.[OH-].[Na+].Cl. The catalyst is C1COCC1.CCO. The product is [CH3:40][C:37]([C:34]1[CH:33]=[CH:32][C:31]([C:24]2[C:25]3[C:30](=[CH:29][CH:28]=[CH:27][CH:26]=3)[N:22]([CH2:21][C:17]3[CH:16]=[C:15]([C:12]4[CH:11]=[CH:10][C:9]([OH:8])=[CH:14][CH:13]=4)[CH:20]=[CH:19][CH:18]=3)[C:23]=2[C:41]([OH:43])=[O:42])=[CH:36][CH:35]=1)([CH3:38])[CH3:39]. The yield is 0.580. (6) The reactants are [C:1]([O:5][C:6]([N:8]1[CH2:13][CH2:12][CH:11]([NH:14][CH3:15])[CH2:10][CH2:9]1)=[O:7])([CH3:4])([CH3:3])[CH3:2].[O:16]1[CH2:21][CH2:20][CH2:19][C:18](=O)[CH2:17]1.CCN(C(C)C)C(C)C.C(O[BH-](OC(=O)C)OC(=O)C)(=O)C.[Na+]. The catalyst is C(Cl)Cl. The product is [C:1]([O:5][C:6]([N:8]1[CH2:9][CH2:10][CH:11]([N:14]([CH3:15])[CH:19]2[CH2:20][CH2:21][O:16][CH2:17][CH2:18]2)[CH2:12][CH2:13]1)=[O:7])([CH3:4])([CH3:3])[CH3:2]. The yield is 0.360. (7) The reactants are [NH:1]1C=[CH:4][C:3]([C:6]([O:8][CH3:9])=[O:7])=[CH:2]1.[Cl:10]OC(C)(C)C.[CH2:16]([Cl:18])Cl. The catalyst is C(=O)(O)[O-].[Na+]. The product is [Cl:10][C:2]1[NH:1][C:16]([Cl:18])=[CH:4][C:3]=1[C:6]([O:8][CH3:9])=[O:7]. The yield is 0.410.